Dataset: Forward reaction prediction with 1.9M reactions from USPTO patents (1976-2016). Task: Predict the product of the given reaction. (1) Given the reactants [CH2:1](O)[CH2:2][CH3:3].[NH2:5][CH:6]([C:11]1[CH:16]=[CH:15][CH:14]=[CH:13][CH:12]=1)[CH2:7][C:8]([OH:10])=[O:9].S(=O)(=O)(O)O, predict the reaction product. The product is: [NH2:5][CH:6]([C:11]1[CH:16]=[CH:15][CH:14]=[CH:13][CH:12]=1)[CH2:7][C:8]([O:10][CH2:1][CH2:2][CH3:3])=[O:9]. (2) Given the reactants [CH2:1]1[CH2:6][CH2:5][CH2:4][CH2:3][CH2:2]1.[OH:7]N1[C:12](=[O:13])[CH2:11][CH2:10][C:9]1=O.[O:15]=[O:16], predict the reaction product. The product is: [C:1]1(=[O:7])[CH2:6][CH2:5][CH2:4][CH2:3][CH2:2]1.[CH:12]1([OH:13])[CH2:11][CH2:10][CH2:9][CH2:2][CH2:1]1.[CH:1]1([O:15][OH:16])[CH2:6][CH2:5][CH2:4][CH2:3][CH2:2]1. (3) Given the reactants O[CH2:2][CH2:3][CH2:4][C:5]1[C:10]([CH3:11])=[CH:9][C:8]([C:12]2[NH:21][C:20](=[O:22])[C:19]3[C:14](=[CH:15][C:16]([O:25][CH3:26])=[CH:17][C:18]=3[O:23][CH3:24])[N:13]=2)=[CH:7][C:6]=1[CH3:27].C1(P(C2C=CC=CC=2)C2C=CC=CC=2)C=CC=CC=1.C(Br)(Br)(Br)[Br:48], predict the reaction product. The product is: [Br:48][CH2:2][CH2:3][CH2:4][C:5]1[C:10]([CH3:11])=[CH:9][C:8]([C:12]2[NH:21][C:20](=[O:22])[C:19]3[C:14](=[CH:15][C:16]([O:25][CH3:26])=[CH:17][C:18]=3[O:23][CH3:24])[N:13]=2)=[CH:7][C:6]=1[CH3:27]. (4) Given the reactants [Br:1][C:2]1[CH:23]=[CH:22][C:21]([F:24])=[CH:20][C:3]=1[O:4][CH:5]1[CH2:10][CH2:9][N:8]([C:11]2[N:12]=[CH:13][C:14]([C:17]([NH2:19])=O)=[N:15][CH:16]=2)[CH2:7][CH2:6]1.C(N(CC)CC)C.FC(F)(F)C(OC(=O)C(F)(F)F)=O, predict the reaction product. The product is: [Br:1][C:2]1[CH:23]=[CH:22][C:21]([F:24])=[CH:20][C:3]=1[O:4][CH:5]1[CH2:10][CH2:9][N:8]([C:11]2[N:12]=[CH:13][C:14]([C:17]#[N:19])=[N:15][CH:16]=2)[CH2:7][CH2:6]1.